This data is from Reaction yield outcomes from USPTO patents with 853,638 reactions. The task is: Predict the reaction yield, written as a fraction of the theoretical maximum amount of product (1.0 means a 100% yield; for example, 0.34 means a 34% yield). (1) The catalyst is CC(C)=O.O.[Zn]. The reactants are [C:1]([O:5][C:6](=[O:29])[NH:7][C@H:8]([C:12]1[CH:13]=[N:14][CH:15]=[C:16]([C:18]2[N:22]([CH:23]([F:25])[F:24])[N:21]=[CH:20][C:19]=2[N+:26]([O-])=O)[CH:17]=1)[CH2:9][CH:10]=[CH2:11])([CH3:4])([CH3:3])[CH3:2].[NH4+].[Cl-]. The yield is 0.612. The product is [C:1]([O:5][C:6](=[O:29])[NH:7][C@H:8]([C:12]1[CH:13]=[N:14][CH:15]=[C:16]([C:18]2[N:22]([CH:23]([F:25])[F:24])[N:21]=[CH:20][C:19]=2[NH2:26])[CH:17]=1)[CH2:9][CH:10]=[CH2:11])([CH3:2])([CH3:3])[CH3:4]. (2) The reactants are [P:1]([O:13][CH2:14][CH2:15][N:16]1[CH2:21][CH2:20][N:19]([CH2:22][CH2:23][C@@H:24]([NH:33][C:34]2[CH:39]=[CH:38][C:37]([S:40](=[O:79])(=[O:78])[NH:41][C:42](=[O:77])[C:43]3[CH:48]=[CH:47][C:46]([N:49]4[CH2:54][CH2:53][CH:52]([C@@H:55]([O:69][Si](C(C)(C)C)(C)C)[C:56]5[CH:61]=[CH:60][CH:59]=[CH:58][C:57]=5[C:62]5[CH:67]=[CH:66][C:65]([Cl:68])=[CH:64][CH:63]=5)[CH2:51][CH2:50]4)=[CH:45][CH:44]=3)=[CH:36][C:35]=2[S:80]([C:83]([F:86])([F:85])[F:84])(=[O:82])=[O:81])[CH2:25][S:26][C:27]2[CH:32]=[CH:31][CH:30]=[CH:29][CH:28]=2)[CH2:18][CH2:17]1)([O:8]C(C)(C)C)([O:3]C(C)(C)C)=[O:2].Cl. The catalyst is C(Cl)Cl. The product is [P:1]([OH:3])([OH:8])([O:13][CH2:14][CH2:15][N:16]1[CH2:17][CH2:18][N:19]([CH2:22][CH2:23][C@@H:24]([NH:33][C:34]2[CH:39]=[CH:38][C:37]([S:40](=[O:79])(=[O:78])[NH:41][C:42](=[O:77])[C:43]3[CH:44]=[CH:45][C:46]([N:49]4[CH2:54][CH2:53][CH:52]([C@H:55]([C:56]5[CH:61]=[CH:60][CH:59]=[CH:58][C:57]=5[C:62]5[CH:63]=[CH:64][C:65]([Cl:68])=[CH:66][CH:67]=5)[OH:69])[CH2:51][CH2:50]4)=[CH:47][CH:48]=3)=[CH:36][C:35]=2[S:80]([C:83]([F:84])([F:86])[F:85])(=[O:81])=[O:82])[CH2:25][S:26][C:27]2[CH:28]=[CH:29][CH:30]=[CH:31][CH:32]=2)[CH2:20][CH2:21]1)=[O:2]. The yield is 0.350. (3) The reactants are [Cl:1][C:2]1[CH:7]=[C:6]([NH2:8])[C:5]([NH:9][CH:10]2[CH2:14][CH2:13][S:12](=[O:16])(=[O:15])[CH2:11]2)=[C:4]([F:17])[CH:3]=1.[Cl:18][CH2:19][C:20](OC)(OC)OC.CC1C=CC(S(OC)(=O)=O)=CC=1. The catalyst is ClCCl. The product is [Cl:1][C:2]1[CH:3]=[C:4]([F:17])[C:5]2[N:9]([CH:10]3[CH2:14][CH2:13][S:12](=[O:15])(=[O:16])[CH2:11]3)[C:20]([CH2:19][Cl:18])=[N:8][C:6]=2[CH:7]=1. The yield is 0.867. (4) The reactants are [CH2:1]([O:8][C:9]1[CH:10]=[C:11]([CH:14]=[CH:15][CH:16]=1)[CH:12]=O)[C:2]1[CH:7]=[CH:6][CH:5]=[CH:4][CH:3]=1.[N+:17]([CH3:20])([O-:19])=[O:18].C([O-])(=O)C.[NH4+]. The catalyst is C(O)(=O)C. The product is [CH2:1]([O:8][C:9]1[CH:16]=[CH:15][CH:14]=[C:11](/[CH:12]=[CH:20]/[N+:17]([O-:19])=[O:18])[CH:10]=1)[C:2]1[CH:7]=[CH:6][CH:5]=[CH:4][CH:3]=1. The yield is 0.890. (5) The reactants are [CH2:1]([N:3]([CH2:17][CH3:18])[S:4]([C:7]1[CH:12]=[CH:11][N:10]2[C:13](=O)[NH:14][N:15]=[C:9]2[CH:8]=1)(=[O:6])=[O:5])[CH3:2].C([O-])(O)=O.[Na+].O=P(Cl)(Cl)[Cl:26]. No catalyst specified. The product is [Cl:26][C:13]1[N:10]2[CH:11]=[CH:12][C:7]([S:4]([N:3]([CH2:17][CH3:18])[CH2:1][CH3:2])(=[O:6])=[O:5])=[CH:8][C:9]2=[N:15][N:14]=1. The yield is 0.300. (6) The product is [I-:1].[Br:3][C:4]1[CH:13]=[CH:12][C:11]([N+:14]([O-:16])=[O:15])=[C:10]2[C:5]=1[CH:6]=[CH:7][N+:8]([CH3:2])=[CH:9]2. The reactants are [I:1][CH3:2].[Br:3][C:4]1[CH:13]=[CH:12][C:11]([N+:14]([O-:16])=[O:15])=[C:10]2[C:5]=1[CH:6]=[CH:7][N:8]=[CH:9]2. The catalyst is CN(C)C=O. The yield is 0.830. (7) The reactants are [Br:1][C:2]1[CH:9]=[C:8]([Br:10])[CH:7]=[CH:6][C:3]=1[CH2:4][OH:5].C[O:12][C:13]([CH3:15])=[CH2:14].[C:16]1(C)C=CC(S(O)(=O)=O)=CC=1.[NH+]1C=CC=CC=1.C(=O)([O-])O.[Na+]. The catalyst is O1CCCC1. The product is [Br:1][C:2]1[CH:9]=[C:8]([Br:10])[CH:7]=[CH:6][C:3]=1[CH:4]([O:12][CH:13]([CH3:15])[CH3:14])[O:5][CH3:16]. The yield is 1.00. (8) The reactants are [NH2:1][C:2]1[N:7]=[CH:6][C:5]([C:8]([O:10][CH3:11])=[O:9])=[CH:4][C:3]=1[OH:12].[CH3:13][C@@H:14]1[C@H:18](OS(C)(=O)=O)[CH2:17][N:16]([C:24]([O:26][C:27]([CH3:30])([CH3:29])[CH3:28])=[O:25])[CH2:15]1.C(=O)([O-])[O-].[Cs+].[Cs+]. The catalyst is CN(C=O)C.CCOC(C)=O. The product is [NH2:1][C:2]1[N:7]=[CH:6][C:5]([C:8]([O:10][CH3:11])=[O:9])=[CH:4][C:3]=1[O:12][C@@H:18]1[C@@H:14]([CH3:13])[CH2:15][N:16]([C:24]([O:26][C:27]([CH3:28])([CH3:30])[CH3:29])=[O:25])[CH2:17]1. The yield is 0.250.